Dataset: Drug-induced liver injury (DILI) classification data. Task: Regression/Classification. Given a drug SMILES string, predict its toxicity properties. Task type varies by dataset: regression for continuous values (e.g., LD50, hERG inhibition percentage) or binary classification for toxic/non-toxic outcomes (e.g., AMES mutagenicity, cardiotoxicity, hepatotoxicity). Dataset: dili. (1) The compound is O=C(O)CCc1nc(-c2ccccc2)c(-c2ccccc2)o1. The result is 1 (causes liver injury). (2) The drug is COC(=O)Nc1nc2ccccc2[nH]1. The result is 1 (causes liver injury). (3) The molecule is CC(C(=O)O)c1ccc(-c2ccccc2)c(F)c1. The result is 1 (causes liver injury). (4) The compound is CN1CCC(=C2c3ccccc3C=Cc3ccccc32)CC1. The result is 1 (causes liver injury). (5) The compound is O=c1[nH]c(=O)n(C2CC(O)C(CO)O2)cc1F. The result is 1 (causes liver injury).